From a dataset of Forward reaction prediction with 1.9M reactions from USPTO patents (1976-2016). Predict the product of the given reaction. Given the reactants Br[C:2]1[CH:3]=[C:4]([C:13]2[O:17][N:16]=[C:15]([C:18]3[CH:26]=[CH:25][C:24]4[N:23]5[CH2:27][CH2:28][CH:29]([CH2:30][C:31]([O:33][C:34]([CH3:37])([CH3:36])[CH3:35])=[O:32])[C:22]5=[CH:21][C:20]=4[CH:19]=3)[N:14]=2)[CH:5]=[C:6]([O:8][C:9]([F:12])([F:11])[F:10])[CH:7]=1.C(O)C.C([O-])([O-])=O.[Na+].[Na+].[N:47]1[CH:52]=[CH:51][CH:50]=[C:49](B(O)O)[CH:48]=1, predict the reaction product. The product is: [N:47]1[CH:52]=[CH:51][CH:50]=[C:49]([C:2]2[CH:3]=[C:4]([C:13]3[O:17][N:16]=[C:15]([C:18]4[CH:26]=[CH:25][C:24]5[N:23]6[CH2:27][CH2:28][CH:29]([CH2:30][C:31]([O:33][C:34]([CH3:37])([CH3:35])[CH3:36])=[O:32])[C:22]6=[CH:21][C:20]=5[CH:19]=4)[N:14]=3)[CH:5]=[C:6]([O:8][C:9]([F:11])([F:10])[F:12])[CH:7]=2)[CH:48]=1.